From a dataset of Peptide-MHC class II binding affinity with 134,281 pairs from IEDB. Regression. Given a peptide amino acid sequence and an MHC pseudo amino acid sequence, predict their binding affinity value. This is MHC class II binding data. (1) The peptide sequence is NTARLMAGAGPAPML. The MHC is HLA-DPA10103-DPB10201 with pseudo-sequence HLA-DPA10103-DPB10201. The binding affinity (normalized) is 0.152. (2) The peptide sequence is GELQCVDKIDAAFKI. The MHC is DRB1_1201 with pseudo-sequence DRB1_1201. The binding affinity (normalized) is 0.371.